Dataset: Forward reaction prediction with 1.9M reactions from USPTO patents (1976-2016). Task: Predict the product of the given reaction. (1) Given the reactants [CH3:1][O:2][CH2:3][C:4]1[N:9]=[C:8]([C:10]2[CH:15]=[CH:14][CH:13]=[CH:12][C:11]=2[O:16]CC2C=CC=CC=2)[N:7]([CH2:24][CH2:25][C:26]2[CH:31]=[CH:30][CH:29]=[CH:28][CH:27]=2)[C:6](=[O:32])[C:5]=1[CH:33]=[C:34]([CH3:36])[CH3:35], predict the reaction product. The product is: [OH:16][C:11]1[CH:12]=[CH:13][CH:14]=[CH:15][C:10]=1[C:8]1[N:7]([CH2:24][CH2:25][C:26]2[CH:27]=[CH:28][CH:29]=[CH:30][CH:31]=2)[C:6](=[O:32])[C:5]([CH2:33][CH:34]([CH3:36])[CH3:35])=[C:4]([CH2:3][O:2][CH3:1])[N:9]=1. (2) The product is: [Cl:18][C:19]1[CH:24]=[CH:23][C:22]([C:2]2[C:10]3[N:9]4[CH2:11][CH2:12][NH:13][C:14](=[O:15])[C:8]4=[C:7]([CH3:16])[C:6]=3[CH:5]=[C:4]([F:17])[CH:3]=2)=[C:21]([F:28])[CH:20]=1. Given the reactants Br[C:2]1[C:10]2[N:9]3[CH2:11][CH2:12][NH:13][C:14](=[O:15])[C:8]3=[C:7]([CH3:16])[C:6]=2[CH:5]=[C:4]([F:17])[CH:3]=1.[Cl:18][C:19]1[CH:24]=[CH:23][C:22](B(O)O)=[C:21]([F:28])[CH:20]=1, predict the reaction product.